Dataset: Reaction yield outcomes from USPTO patents with 853,638 reactions. Task: Predict the reaction yield, written as a fraction of the theoretical maximum amount of product (1.0 means a 100% yield; for example, 0.34 means a 34% yield). (1) The reactants are [CH3:1][O:2][C:3]1[C:4]2[CH2:5][C:6]3[CH2:10][N:9]([C@@H:11]([CH2:15][CH:16]4[CH2:21][CH2:20][CH2:19][CH2:18][CH2:17]4)[C:12](O)=[O:13])[C:8](=[O:22])[C:7]=3[O:23][C:24]=2[CH:25]=[CH:26][CH:27]=1.[CH3:28][O:29][C:30](=[O:38])[C:31]1[CH:36]=[CH:35][C:34]([NH2:37])=[N:33][CH:32]=1.ON1C2C=CC=CC=2N=N1. The catalyst is C(Cl)Cl.O. The product is [CH3:28][O:29][C:30](=[O:38])[C:31]1[CH:36]=[CH:35][C:34]([NH:37][C:12](=[O:13])[C@@H:11]([N:9]2[CH2:10][C:6]3[CH2:5][C:4]4[C:3]([O:2][CH3:1])=[CH:27][CH:26]=[CH:25][C:24]=4[O:23][C:7]=3[C:8]2=[O:22])[CH2:15][CH:16]2[CH2:17][CH2:18][CH2:19][CH2:20][CH2:21]2)=[N:33][CH:32]=1. The yield is 0.184. (2) The catalyst is C1(C)C=CC=CC=1.ClCCl.C(OCC)(=O)C. The yield is 0.590. The product is [N:10]1([C:15]2[N:20]=[CH:19][C:18](/[CH:21]=[CH:22]/[CH2:23][OH:24])=[CH:17][CH:16]=2)[CH:14]=[CH:13][CH:12]=[N:11]1. The reactants are CC(C[AlH]CC(C)C)C.[N:10]1([C:15]2[N:20]=[CH:19][C:18](/[CH:21]=[CH:22]/[CH:23]=[O:24])=[CH:17][CH:16]=2)[CH:14]=[CH:13][CH:12]=[N:11]1.CO.C(C(C(C([O-])=O)O)O)([O-])=O.[Na+].[K+]. (3) The reactants are [NH2:1][C:2]1[CH:24]=[C:23]([Cl:25])[C:5]([C:6]([C:8]2[C:16]3[C:11](=[C:12]([NH:17][C:18]([CH:20]4[CH2:22][CH2:21]4)=[O:19])[N:13]=[CH:14][CH:15]=3)[NH:10][CH:9]=2)=[O:7])=[C:4]([Cl:26])[CH:3]=1.N1C=CC=CC=1.[C:33](Cl)(=[O:35])[CH3:34]. The catalyst is ClCCl. The product is [C:33]([NH:1][C:2]1[CH:3]=[C:4]([Cl:26])[C:5]([C:6]([C:8]2[C:16]3[C:11](=[C:12]([NH:17][C:18]([CH:20]4[CH2:21][CH2:22]4)=[O:19])[N:13]=[CH:14][CH:15]=3)[NH:10][CH:9]=2)=[O:7])=[C:23]([Cl:25])[CH:24]=1)(=[O:35])[CH3:34]. The yield is 0.270.